From a dataset of Reaction yield outcomes from USPTO patents with 853,638 reactions. Predict the reaction yield, written as a fraction of the theoretical maximum amount of product (1.0 means a 100% yield; for example, 0.34 means a 34% yield). (1) The reactants are [CH:1]([C:3]1[C:4]([O:14][CH2:15][C:16]2[CH:44]=[CH:43][C:19]([O:20][CH2:21][C:22]3[N:23]=[C:24]([C:28]4[CH:29]=[CH:30][C:31]([O:38]S(C)(=O)=O)=[C:32]([CH:37]=4)[C:33]([O:35][CH3:36])=[O:34])[O:25][C:26]=3[CH3:27])=[C:18]([O:45][CH3:46])[CH:17]=2)=[N:5][N:6]([C:8]2[CH:13]=[CH:12][CH:11]=[CH:10][CH:9]=2)[CH:7]=1)=[O:2].[OH-].[Na+].Cl.[C:50](=O)([O-])[O-].[K+].[K+].CI. The catalyst is O.CN(C)C=O.C(O)C.O1CCCC1. The product is [CH:1]([C:3]1[C:4]([O:14][CH2:15][C:16]2[CH:44]=[CH:43][C:19]([O:20][CH2:21][C:22]3[N:23]=[C:24]([C:28]4[CH:29]=[CH:30][C:31]([O:38][CH3:50])=[C:32]([CH:37]=4)[C:33]([O:35][CH3:36])=[O:34])[O:25][C:26]=3[CH3:27])=[C:18]([O:45][CH3:46])[CH:17]=2)=[N:5][N:6]([C:8]2[CH:13]=[CH:12][CH:11]=[CH:10][CH:9]=2)[CH:7]=1)=[O:2]. The yield is 0.670. (2) The product is [F:20][C:17]1[CH:18]=[CH:19][C:14]([CH2:13][N:7]2[CH:8]3[CH2:9][CH2:10][CH:6]2[C:4](=[O:3])[NH:12][CH2:11]3)=[CH:15][CH:16]=1. The yield is 0.730. The reactants are C([O:3][C:4]([CH:6]1[CH2:10][CH2:9][CH:8]([CH2:11][NH2:12])[N:7]1[CH2:13][C:14]1[CH:19]=[CH:18][C:17]([F:20])=[CH:16][CH:15]=1)=O)C.C[O-].[Na+]. The catalyst is CO.C(OCC)(=O)C. (3) The reactants are [C:1]([O:5][C:6]([NH:8][CH2:9][C:10]1[CH:30]=[CH:29][C:13]([C:14]([NH:16][CH2:17][C:18]2[CH:28]=[CH:27][C:21]([O:22][CH2:23][C:24](O)=[O:25])=[CH:20][CH:19]=2)=[O:15])=[CH:12][CH:11]=1)=[O:7])([CH3:4])([CH3:3])[CH3:2].N1C=CC=CC=1.F[P-](F)(F)(F)(F)F.N1(O[P+](N(C)C)(N(C)C)N(C)C)C2C=CC=CC=2N=N1.[Si:64]([O:71][C@H:72]1[CH2:76][NH:75][CH2:74][C@@H:73]1[OH:77])([C:67]([CH3:70])([CH3:69])[CH3:68])([CH3:66])[CH3:65]. The catalyst is CN(C=O)C. The product is [Si:64]([O:71][C@H:72]1[C@H:73]([OH:77])[CH2:74][N:75]([C:24](=[O:25])[CH2:23][O:22][C:21]2[CH:20]=[CH:19][C:18]([CH2:17][NH:16][C:14]([C:13]3[CH:29]=[CH:30][C:10]([CH2:9][NH:8][C:6](=[O:7])[O:5][C:1]([CH3:4])([CH3:2])[CH3:3])=[CH:11][CH:12]=3)=[O:15])=[CH:28][CH:27]=2)[CH2:76]1)([C:67]([CH3:70])([CH3:69])[CH3:68])([CH3:66])[CH3:65]. The yield is 0.488. (4) The reactants are C(OC([N:11]1[CH2:16][CH:15]=[C:14]([C:17]2[CH:38]=[CH:37][C:20]([O:21][CH2:22][CH2:23][N:24]3[CH2:29][CH2:28][N:27]([C:30]([O:32][C:33]([CH3:36])([CH3:35])[CH3:34])=[O:31])[CH2:26][CH2:25]3)=[CH:19][CH:18]=2)[CH2:13][CH2:12]1)=O)C1C=CC=CC=1. The catalyst is [Pd].CO. The product is [NH:11]1[CH2:16][CH2:15][CH:14]([C:17]2[CH:38]=[CH:37][C:20]([O:21][CH2:22][CH2:23][N:24]3[CH2:29][CH2:28][N:27]([C:30]([O:32][C:33]([CH3:34])([CH3:36])[CH3:35])=[O:31])[CH2:26][CH2:25]3)=[CH:19][CH:18]=2)[CH2:13][CH2:12]1. The yield is 0.900. (5) The reactants are [N:1]1([CH:6]([C:10]2[CH:15]=[CH:14][C:13]([NH:16][C:17](=[O:27])/[C:18](/[CH3:26])=[CH:19]/[C:20]3[CH:25]=[CH:24][CH:23]=[CH:22][CH:21]=3)=[CH:12][CH:11]=2)[CH:7]([CH3:9])[CH3:8])[CH:5]=[CH:4][N:3]=[CH:2]1. The catalyst is CO.[Pd]. The product is [N:1]1([CH:6]([C:10]2[CH:15]=[CH:14][C:13]([NH:16][C:17](=[O:27])[CH:18]([CH3:26])[CH2:19][C:20]3[CH:21]=[CH:22][CH:23]=[CH:24][CH:25]=3)=[CH:12][CH:11]=2)[CH:7]([CH3:9])[CH3:8])[CH:5]=[CH:4][N:3]=[CH:2]1. The yield is 0.940. (6) The catalyst is C(Cl)Cl. The yield is 0.960. The product is [CH3:1][C:2]1[N:7]2[N:8]=[C:9]([CH:11]([CH3:16])[CH2:12][C:13]([Cl:21])=[O:14])[N:10]=[C:6]2[C:5]([CH3:17])=[N:4][CH:3]=1. The reactants are [CH3:1][C:2]1[N:7]2[N:8]=[C:9]([CH:11]([CH3:16])[CH2:12][C:13](O)=[O:14])[N:10]=[C:6]2[C:5]([CH3:17])=[N:4][CH:3]=1.C(Cl)(=O)C([Cl:21])=O.CN(C=O)C.